This data is from Reaction yield outcomes from USPTO patents with 853,638 reactions. The task is: Predict the reaction yield, written as a fraction of the theoretical maximum amount of product (1.0 means a 100% yield; for example, 0.34 means a 34% yield). (1) The reactants are [F:1][C:2]([F:13])([F:12])[C:3]1[CH:4]=[C:5]([N:9]=[C:10]=[O:11])[CH:6]=[CH:7][CH:8]=1.[C:14]([O:18][C:19](=[O:30])[NH:20][CH2:21][CH2:22][N:23]1[CH:27]=[C:26]([NH2:28])[N:25]=[C:24]1[CH3:29])([CH3:17])([CH3:16])[CH3:15]. The catalyst is ClCCl. The product is [C:14]([O:18][C:19](=[O:30])[NH:20][CH2:21][CH2:22][N:23]1[CH:27]=[C:26]([NH:28][C:10]([NH:9][C:5]2[CH:6]=[CH:7][CH:8]=[C:3]([C:2]([F:12])([F:13])[F:1])[CH:4]=2)=[O:11])[N:25]=[C:24]1[CH3:29])([CH3:17])([CH3:16])[CH3:15]. The yield is 0.210. (2) The yield is 0.610. The catalyst is O1CCCC1.[Ti](Cl)(Cl)(Cl)Cl.C(O)(=O)C.C(Cl)Cl.C(N(CC)CC)C. The reactants are [CH:1]1([C:7]([C:9]2[O:10][C:11]3[CH:18]=[CH:17][C:16]([N+:19]([O-:21])=[O:20])=[CH:15][C:12]=3[C:13]=2[CH3:14])=O)[CH2:6][CH2:5][CH2:4][CH2:3][CH2:2]1.[NH2:22][C:23]1[CH:32]=[CH:31][C:26]([C:27]([O:29][CH3:30])=[O:28])=[CH:25][CH:24]=1.C(=O)([O-])O.[Na+].C([BH3-])#N.[Na+]. The product is [CH:1]1([CH:7]([NH:22][C:23]2[CH:24]=[CH:25][C:26]([C:27]([O:29][CH3:30])=[O:28])=[CH:31][CH:32]=2)[C:9]2[O:10][C:11]3[CH:18]=[CH:17][C:16]([N+:19]([O-:21])=[O:20])=[CH:15][C:12]=3[C:13]=2[CH3:14])[CH2:6][CH2:5][CH2:4][CH2:3][CH2:2]1. (3) The reactants are [CH2:1]([C:9]1[CH:14]=[CH:13][C:12]([OH:15])=[CH:11][CH:10]=1)[CH2:2][CH2:3][CH2:4][CH2:5][CH2:6][CH2:7][CH3:8].[I:16]I. The catalyst is C(Cl)Cl. The product is [I:16][C:13]1[CH:14]=[C:9]([CH2:1][CH2:2][CH2:3][CH2:4][CH2:5][CH2:6][CH2:7][CH3:8])[CH:10]=[CH:11][C:12]=1[OH:15]. The yield is 0.870.